Task: Predict the product of the given reaction.. Dataset: Forward reaction prediction with 1.9M reactions from USPTO patents (1976-2016) (1) Given the reactants [C:1]([N:5]1[CH:9]=[C:8]([NH:10][C:11]([NH:13][C:14]2[CH:19]=[C:18]([C:20]3[C:31](=[O:32])[N:30]([CH3:33])[C:23]4[N:24]=[C:25](NC)[N:26]=[CH:27][C:22]=4[CH:21]=3)[C:17]([CH3:34])=[CH:16][C:15]=2[F:35])=[O:12])[CH:7]=[N:6]1)([CH3:4])([CH3:3])[CH3:2].[NH2:36][C@H:37]([CH3:40])[CH2:38][OH:39], predict the reaction product. The product is: [C:1]([N:5]1[CH:9]=[C:8]([NH:10][C:11]([NH:13][C:14]2[CH:19]=[C:18]([C:20]3[C:31](=[O:32])[N:30]([CH3:33])[C:23]4[N:24]=[C:25]([NH:36][C@H:37]([CH3:40])[CH2:38][OH:39])[N:26]=[CH:27][C:22]=4[CH:21]=3)[C:17]([CH3:34])=[CH:16][C:15]=2[F:35])=[O:12])[CH:7]=[N:6]1)([CH3:4])([CH3:3])[CH3:2]. (2) The product is: [Cl:1][C:2]1[CH:3]=[CH:4][C:5]([O:8][C:9]([N:10]([CH2:12][C@H:13]2[CH2:18][CH2:17][C@H:16]([O:19][CH2:20][CH2:21][CH2:22][CH2:23][O:24][S:27]([CH3:26])(=[O:29])=[O:28])[CH2:15][CH2:14]2)[CH3:11])=[O:25])=[CH:6][CH:7]=1. Given the reactants [Cl:1][C:2]1[CH:7]=[CH:6][C:5]([O:8][C:9](=[O:25])[N:10]([CH2:12][C@H:13]2[CH2:18][CH2:17][C@H:16]([O:19][CH2:20][CH2:21][CH2:22][CH2:23][OH:24])[CH2:15][CH2:14]2)[CH3:11])=[CH:4][CH:3]=1.[CH3:26][S:27](Cl)(=[O:29])=[O:28], predict the reaction product. (3) Given the reactants [C:1]([C:4]1[C:5]([O:17][C:18](=[O:20])[CH3:19])=[C:6]([C:9]2[CH:14]=[CH:13][C:12]([Cl:15])=[C:11]([Cl:16])[CH:10]=2)[S:7][CH:8]=1)(=O)[CH3:2].[Cl:21][C:22]1[CH:30]=[C:29]([NH:31][C:32]([NH:34][NH2:35])=[S:33])[CH:28]=[CH:27][C:23]=1[C:24]([OH:26])=[O:25], predict the reaction product. The product is: [C:18]([O:17][C:5]1[C:4]([C:1](=[N:35][NH:34][C:32](=[S:33])[NH:31][C:29]2[CH:28]=[CH:27][C:23]([C:24]([OH:26])=[O:25])=[C:22]([Cl:21])[CH:30]=2)[CH3:2])=[CH:8][S:7][C:6]=1[C:9]1[CH:14]=[CH:13][C:12]([Cl:15])=[C:11]([Cl:16])[CH:10]=1)(=[O:20])[CH3:19]. (4) Given the reactants [CH3:1][C:2]1[N:3]=[CH:4][N:5]([C:7]2[CH:12]=[C:11]([C:13]([F:16])([F:15])[F:14])[CH:10]=[C:9]([N+:17]([O-])=O)[CH:8]=2)[CH:6]=1, predict the reaction product. The product is: [CH3:1][C:2]1[N:3]=[CH:4][N:5]([C:7]2[CH:8]=[C:9]([CH:10]=[C:11]([C:13]([F:16])([F:14])[F:15])[CH:12]=2)[NH2:17])[CH:6]=1. (5) Given the reactants C(O[C:6](=O)[N:7](C)[C:8]1[CH:13]=[CH:12][C:11]([C:14](=[O:26])[NH:15][C:16]2[CH:17]=[N:18][C:19]3[C:24]([CH:25]=2)=[CH:23][CH:22]=[CH:21][CH:20]=3)=[CH:10][CH:9]=1)(C)(C)C, predict the reaction product. The product is: [CH3:6][NH:7][C:8]1[CH:9]=[CH:10][C:11]([C:14]([NH:15][C:16]2[CH:17]=[N:18][C:19]3[C:24]([CH:25]=2)=[CH:23][CH:22]=[CH:21][CH:20]=3)=[O:26])=[CH:12][CH:13]=1.